From a dataset of Reaction yield outcomes from USPTO patents with 853,638 reactions. Predict the reaction yield, written as a fraction of the theoretical maximum amount of product (1.0 means a 100% yield; for example, 0.34 means a 34% yield). The reactants are CN(C(ON1N=NC2C=CC=NC1=2)=[N+](C)C)C.F[P-](F)(F)(F)(F)F.[CH3:25][O:26][C:27]1[CH:32]=[CH:31][CH:30]=[CH:29][C:28]=1[C:33]1[CH:38]=[CH:37][C:36]([C:39]([OH:41])=O)=[C:35]([N+:42]([O-:44])=[O:43])[CH:34]=1.Cl.[NH2:46][C@@H:47]([CH:52]1[CH2:57][CH2:56][CH2:55][CH2:54][CH2:53]1)[C:48]([O:50][CH3:51])=[O:49].C(N(C(C)C)CC)(C)C. The catalyst is CN(C=O)C.C(OCC)(=O)C. The product is [CH:52]1([C@H:47]([NH:46][C:39]([C:36]2[CH:37]=[CH:38][C:33]([C:28]3[CH:29]=[CH:30][CH:31]=[CH:32][C:27]=3[O:26][CH3:25])=[CH:34][C:35]=2[N+:42]([O-:44])=[O:43])=[O:41])[C:48]([O:50][CH3:51])=[O:49])[CH2:57][CH2:56][CH2:55][CH2:54][CH2:53]1. The yield is 0.690.